This data is from Full USPTO retrosynthesis dataset with 1.9M reactions from patents (1976-2016). The task is: Predict the reactants needed to synthesize the given product. (1) Given the product [Br:1][C:2]1[C:3]([CH3:13])=[N:4][C:5]([C:8]2[N:12]=[CH:11][N:10]([CH:15]3[CH2:16][CH2:17][CH2:18][CH2:19][O:14]3)[N:9]=2)=[CH:6][CH:7]=1, predict the reactants needed to synthesize it. The reactants are: [Br:1][C:2]1[C:3]([CH3:13])=[N:4][C:5]([C:8]2[NH:12][CH:11]=[N:10][N:9]=2)=[CH:6][CH:7]=1.[O:14]1[CH:19]=[CH:18][CH2:17][CH2:16][CH2:15]1.CS(O)(=O)=O.C(N(CC)CC)C. (2) Given the product [Cl:1][C:2]1[C:7]([Cl:8])=[CH:6][C:5]([C:14]2[N:19]=[C:18]([NH2:20])[N:17]=[C:16]([NH:21][CH3:22])[CH:15]=2)=[C:4]([CH3:12])[CH:3]=1, predict the reactants needed to synthesize it. The reactants are: [Cl:1][C:2]1[C:7]([Cl:8])=[CH:6][C:5](B(O)O)=[C:4]([CH3:12])[CH:3]=1.I[C:14]1[N:19]=[C:18]([NH2:20])[N:17]=[C:16]([NH:21][CH3:22])[CH:15]=1. (3) The reactants are: Br[C:2]1[CH:3]=[C:4]2[N:10]=[CH:9][N:8]([CH2:11][C:12]3[CH:17]=[CH:16][C:15]([O:18][CH2:19][CH3:20])=[CH:14][CH:13]=3)[C:5]2=[N:6][CH:7]=1.C1C=CC(P(C2C(C3C(P(C4C=CC=CC=4)C4C=CC=CC=4)=CC=C4C=3C=CC=C4)=C3C(C=CC=C3)=CC=2)C2C=CC=CC=2)=CC=1.[CH2:67]([C:69]1[CH:74]=[CH:73][C:72]([CH2:75][NH2:76])=[CH:71][CH:70]=1)[CH3:68].CC(C)([O-])C.[Na+]. Given the product [CH2:19]([O:18][C:15]1[CH:16]=[CH:17][C:12]([CH2:11][N:8]2[C:5]3=[N:6][CH:7]=[C:2]([NH:76][CH2:75][C:72]4[CH:73]=[CH:74][C:69]([CH2:67][CH3:68])=[CH:70][CH:71]=4)[CH:3]=[C:4]3[N:10]=[CH:9]2)=[CH:13][CH:14]=1)[CH3:20], predict the reactants needed to synthesize it.